This data is from Forward reaction prediction with 1.9M reactions from USPTO patents (1976-2016). The task is: Predict the product of the given reaction. (1) Given the reactants [Cl:1][C:2]1[CH:3]=[CH:4][C:5]2[N:11]3[C:12]([C:15]([F:18])([F:17])[F:16])=[N:13][N:14]=[C:10]3[C@@H:9]([CH2:19][C:20]([O:22]C)=[O:21])[S:8][C@H:7]([C:24]3[CH:29]=[CH:28][CH:27]=[C:26]([O:30][CH3:31])[C:25]=3[O:32][CH3:33])[C:6]=2[CH:34]=1.C(=O)([O-])[O-].[K+].[K+], predict the reaction product. The product is: [Cl:1][C:2]1[CH:3]=[CH:4][C:5]2[N:11]3[C:12]([C:15]([F:18])([F:17])[F:16])=[N:13][N:14]=[C:10]3[CH:9]([CH2:19][C:20]([OH:22])=[O:21])[S:8][CH:7]([C:24]3[CH:29]=[CH:28][CH:27]=[C:26]([O:30][CH3:31])[C:25]=3[O:32][CH3:33])[C:6]=2[CH:34]=1. (2) Given the reactants [BH4-].[Na+].C(OC([NH:9][C:10]1[S:11][CH:12]=[C:13]([C:15](=[O:21])[C:16]([O:18][CH2:19][CH3:20])=O)[N:14]=1)=O)C=C.Cl.O.S([C:28]1C=CC(C)=CC=1)(O)(=O)=O, predict the reaction product. The product is: [CH3:28][C:19]1([CH3:20])[O:21][CH:15]([C:13]2[N:14]=[C:10]([NH2:9])[S:11][CH:12]=2)[CH2:16][O:18]1. (3) Given the reactants [C:1]([C@H:5]1[CH2:10][CH2:9][C@H:8]([O:11][C:12]2[CH:21]=[CH:20][CH:19]=[C:18]3[C:13]=2[CH:14]=[CH:15][C:16]([CH2:22][N:23]2[CH:28]4[CH2:29][CH2:30][CH:24]2[CH2:25][CH:26]([C:31]([O:33]C)=[O:32])[CH2:27]4)=[CH:17]3)[CH2:7][CH2:6]1)([CH3:4])([CH3:3])[CH3:2].[OH-].[Na+], predict the reaction product. The product is: [C:1]([C@H:5]1[CH2:6][CH2:7][C@H:8]([O:11][C:12]2[CH:21]=[CH:20][CH:19]=[C:18]3[C:13]=2[CH:14]=[CH:15][C:16]([CH2:22][N:23]2[CH:28]4[CH2:29][CH2:30][CH:24]2[CH2:25][CH:26]([C:31]([OH:33])=[O:32])[CH2:27]4)=[CH:17]3)[CH2:9][CH2:10]1)([CH3:4])([CH3:2])[CH3:3]. (4) Given the reactants [Cl:1][C:2]1[CH:3]=[C:4]([C:8]2[CH:9]=[C:10]([C:18](O)=[O:19])[C:11]3[C:16]([CH:17]=2)=[CH:15][CH:14]=[CH:13][CH:12]=3)[CH:5]=[CH:6][CH:7]=1.N1C=CC=CC=1.S(Cl)(Cl)=O.[NH2:31][C:32]1[C:33]([CH3:43])=[C:34]([CH:39]=[CH:40][C:41]=1[CH3:42])[C:35]([O:37][CH3:38])=[O:36].C(=O)(O)[O-].[K+], predict the reaction product. The product is: [Cl:1][C:2]1[CH:3]=[C:4]([C:8]2[CH:9]=[C:10]([C:18]([NH:31][C:32]3[C:33]([CH3:43])=[C:34]([CH:39]=[CH:40][C:41]=3[CH3:42])[C:35]([O:37][CH3:38])=[O:36])=[O:19])[C:11]3[C:16]([CH:17]=2)=[CH:15][CH:14]=[CH:13][CH:12]=3)[CH:5]=[CH:6][CH:7]=1. (5) Given the reactants B(F)(F)F.CCOCC.C[Si](C)(C)[O:12][C:13]1[CH2:14][CH2:15][N:16]([C:19]([O:21][C:22]([CH3:25])([CH3:24])[CH3:23])=[O:20])[CH2:17][CH:18]=1.CO[CH:30]1[O:34][CH2:33][CH2:32][O:31]1, predict the reaction product. The product is: [O:31]1[CH2:32][CH2:33][O:34][CH:30]1[CH:14]1[C:13](=[O:12])[CH2:18][CH2:17][N:16]([C:19]([O:21][C:22]([CH3:25])([CH3:24])[CH3:23])=[O:20])[CH2:15]1. (6) Given the reactants [CH:1]1([C@H:5]([NH:7][C:8]2[N:16]=[C:15]([C:17]([NH:19][NH:20][C:21]([NH:23][CH3:24])=[O:22])=O)[N:14]=[C:13]3[C:9]=2[N:10]([CH2:37][C@H:38]2[CH2:43][CH2:42][C@H:41]([CH3:44])[CH2:40][CH2:39]2)[C:11]([N:25]2[CH2:30][CH2:29][O:28][CH2:27][C@H:26]2[C:31]2[CH:36]=[CH:35][CH:34]=[CH:33][CH:32]=2)=[N:12]3)[CH3:6])[CH2:4][CH2:3][CH2:2]1.[OH-].[Na+], predict the reaction product. The product is: [CH:1]1([C@H:5]([NH:7][C:8]2[N:16]=[C:15]([C:17]3[N:23]([CH3:24])[C:21](=[O:22])[NH:20][N:19]=3)[N:14]=[C:13]3[C:9]=2[N:10]([CH2:37][C@H:38]2[CH2:43][CH2:42][C@H:41]([CH3:44])[CH2:40][CH2:39]2)[C:11]([N:25]2[CH2:30][CH2:29][O:28][CH2:27][C@H:26]2[C:31]2[CH:36]=[CH:35][CH:34]=[CH:33][CH:32]=2)=[N:12]3)[CH3:6])[CH2:4][CH2:3][CH2:2]1.